This data is from Reaction yield outcomes from USPTO patents with 853,638 reactions. The task is: Predict the reaction yield, written as a fraction of the theoretical maximum amount of product (1.0 means a 100% yield; for example, 0.34 means a 34% yield). The reactants are Cl.[NH2:2][C:3]1[CH:4]=[C:5]([CH2:11][CH2:12][NH:13][C:14](=[O:16])[CH3:15])[CH:6]=[CH:7][C:8]=1[O:9][CH3:10].CN(C)C=O.[CH2:22]=[C:23]1[O:27][C:25](=[O:26])[CH2:24]1.C(N(CC)CC)C. The catalyst is O. The product is [C:14]([NH:13][CH2:12][CH2:11][C:5]1[CH:6]=[CH:7][C:8]([O:9][CH3:10])=[C:3]([NH:2][C:25](=[O:26])[CH2:24][C:23](=[O:27])[CH3:22])[CH:4]=1)(=[O:16])[CH3:15]. The yield is 0.965.